Dataset: Peptide-MHC class I binding affinity with 185,985 pairs from IEDB/IMGT. Task: Regression. Given a peptide amino acid sequence and an MHC pseudo amino acid sequence, predict their binding affinity value. This is MHC class I binding data. (1) The peptide sequence is SIISAVVGI. The MHC is HLA-A02:02 with pseudo-sequence HLA-A02:02. The binding affinity (normalized) is 0.421. (2) The peptide sequence is LEGYAFEHIV. The MHC is HLA-B45:01 with pseudo-sequence HLA-B45:01. The binding affinity (normalized) is 0.468.